This data is from Catalyst prediction with 721,799 reactions and 888 catalyst types from USPTO. The task is: Predict which catalyst facilitates the given reaction. Reactant: [CH3:1][C:2]1[C@H:7]2[C:8]([CH3:10])([CH3:9])[C@H:5]([CH2:6]2)[CH2:4][CH:3]=1.C12BC(CCC1)CCC2.C([O-])(C)(C)C.[K+].Br[CH2:27][C:28]([C:30]1[CH:35]=[CH:34][CH:33]=[CH:32][CH:31]=1)=[O:29]. Product: [CH3:9][C:8]1([CH3:10])[CH:7]2[CH2:6][CH:5]1[CH2:4][CH2:3][CH:2]2[CH2:1][CH2:27][C:28]([C:30]1[CH:35]=[CH:34][CH:33]=[CH:32][CH:31]=1)=[O:29]. The catalyst class is: 773.